From a dataset of Forward reaction prediction with 1.9M reactions from USPTO patents (1976-2016). Predict the product of the given reaction. (1) Given the reactants [CH3:1][CH2:2][O:3][C:4]1[CH:9]=[C:8]2[N:10]=[CH:11][C:12]([C:30]#[N:31])=[C:13]([NH:14][C:15]3[CH:20]=[CH:19][C:18]([O:21][CH2:22][C:23]4[N:28]=[CH:27][CH:26]=[CH:25][CH:24]=4)=[C:17]([Cl:29])[CH:16]=3)[C:7]2=[CH:6][C:5]=1[NH:32][C:33](/[CH:35]=[CH:36]/[C@@H:37]1[N:41]([CH3:42])[CH2:40][CH2:39][CH2:38]1)=[O:34].[C:43]([OH:50])(=[O:49])/[CH:44]=[CH:45]\[C:46]([OH:48])=[O:47].C(O)(C)C, predict the reaction product. The product is: [CH3:1][CH2:2][O:3][C:4]1[CH:9]=[C:8]2[C:7]([C:13]([NH:14][C:15]3[CH:20]=[CH:19][C:18]([O:21][CH2:22][C:23]4[N:28]=[CH:27][CH:26]=[CH:25][CH:24]=4)=[C:17]([Cl:29])[CH:16]=3)=[C:12]([C:30]#[N:31])[CH:11]=[N:10]2)=[CH:6][C:5]=1[NH:32][C:33](/[CH:35]=[CH:36]/[C@H:37]1[CH2:38][CH2:39][CH2:40][N:41]1[CH3:42])=[O:34].[CH:44](/[C:43]([OH:50])=[O:49])=[CH:45]/[C:46]([OH:48])=[O:47].[CH:44](/[C:43]([OH:50])=[O:49])=[CH:45]/[C:46]([OH:48])=[O:47]. (2) The product is: [CH3:10][O:11][C:12]1[CH:17]=[CH:16][C:15]([NH:18][C:7]([C:5]2[S:6][C:2]([C:22]3[CH:23]=[CH:24][N:19]=[CH:20][CH:21]=3)=[CH:3][CH:4]=2)=[O:8])=[CH:14][CH:13]=1. Given the reactants Br[C:2]1[S:6][C:5]([C:7](Cl)=[O:8])=[CH:4][CH:3]=1.[CH3:10][O:11][C:12]1[CH:17]=[CH:16][C:15]([NH2:18])=[CH:14][CH:13]=1.[N:19]1[CH:24]=[CH:23][C:22](B(O)O)=[CH:21][CH:20]=1, predict the reaction product. (3) Given the reactants [CH2:1]([N:3]1[C:15]2[CH:14]=[CH:13][C:12]([C:16]3[N:20]([CH2:21][CH2:22][O:23][CH3:24])[C:19]4[CH:25]=[CH:26][C:27](C(O)=O)=[CH:28][C:18]=4[N:17]=3)=[CH:11][C:10]=2[C:9]2[C:4]1=[CH:5][CH:6]=[CH:7][CH:8]=2)[CH3:2].[C:32]([N:39]1C=CN=C1)(N1C=CN=C1)=[O:33].O.[NH2:45]N.C1[CH2:51][O:50]CC1, predict the reaction product. The product is: [CH2:1]([N:3]1[C:15]2[CH:14]=[CH:13][C:12]([C:16]3[N:20]([CH2:21][CH2:22][O:23][CH3:24])[C:19]4[CH:25]=[CH:26][C:27]([C:51]5[O:50][C:32](=[O:33])[NH:39][N:45]=5)=[CH:28][C:18]=4[N:17]=3)=[CH:11][C:10]=2[C:9]2[C:4]1=[CH:5][CH:6]=[CH:7][CH:8]=2)[CH3:2]. (4) Given the reactants C(N(CC)CC)C.[C:8]([O:11][CH2:12][CH2:13][C:14]1[CH:15]=[C:16]2[C:20](=[CH:21][CH:22]=1)[N:19](C(OC(C)(C)C)=O)[CH:18]=[C:17]2[CH:30]=[O:31])(=[O:10])[CH3:9].[CH3:32][O:33][C:34]1[CH:35]=[C:36]([CH:48]=[C:49]([O:51][CH3:52])[CH:50]=1)[N:37]=[CH:38][C:39]1[CH:47]=[C:42]2[CH:43]=[CH:44][CH:45]=[CH:46][N:41]2[N:40]=1, predict the reaction product. The product is: [C:8]([O:11][CH2:12][CH2:13][C:14]1[CH:15]=[C:16]2[C:20](=[CH:21][CH:22]=1)[NH:19][CH:18]=[C:17]2[C:30](=[O:31])[CH:38]([NH:37][C:36]1[CH:48]=[C:49]([O:51][CH3:52])[CH:50]=[C:34]([O:33][CH3:32])[CH:35]=1)[C:39]1[CH:47]=[C:42]2[CH:43]=[CH:44][CH:45]=[CH:46][N:41]2[N:40]=1)(=[O:10])[CH3:9].